From a dataset of Forward reaction prediction with 1.9M reactions from USPTO patents (1976-2016). Predict the product of the given reaction. (1) Given the reactants [SH:1][C:2]1[CH:7]=[CH:6][C:5]([CH2:8][C:9]([OH:11])=[O:10])=[CH:4][CH:3]=1.ClC1C=CC=C[C:14]=1[C:19]1[C:20]([CH3:25])=[N:21][O:22][C:23]=1[CH3:24].[OH-].[K+].Cl, predict the reaction product. The product is: [CH3:25][C:20]1[C:19]([CH2:14][S:1][C:2]2[CH:3]=[CH:4][C:5]([CH2:8][C:9]([OH:11])=[O:10])=[CH:6][CH:7]=2)=[C:23]([CH3:24])[O:22][N:21]=1. (2) Given the reactants [CH2:1]([O:3][P:4](/[CH:9]=[CH:10]/[C:11]1[CH:16]=[C:15]([CH3:17])[C:14]([C:18]2[NH:22][C:21]3[CH:23]=[C:24]([C:27](=[O:39])[NH:28][C:29]4[CH:38]=[CH:37][C:36]5[C:31](=[CH:32][CH:33]=[CH:34][CH:35]=5)[N:30]=4)[CH:25]=[CH:26][C:20]=3[N:19]=2)=[C:13]([CH3:40])[CH:12]=1)(=[O:8])[O:5][CH2:6][CH3:7])[CH3:2], predict the reaction product. The product is: [CH2:6]([O:5][P:4]([CH2:9][CH2:10][C:11]1[CH:12]=[C:13]([CH3:40])[C:14]([C:18]2[NH:22][C:21]3[CH:23]=[C:24]([C:27](=[O:39])[NH:28][C:29]4[CH:38]=[CH:37][C:36]5[C:31](=[CH:32][CH:33]=[CH:34][CH:35]=5)[N:30]=4)[CH:25]=[CH:26][C:20]=3[N:19]=2)=[C:15]([CH3:17])[CH:16]=1)(=[O:8])[O:3][CH2:1][CH3:2])[CH3:7]. (3) Given the reactants [Cl:1][C:2]1[CH:24]=[C:23]([CH3:25])[C:5]([O:6][C:7]2[C:12]([N+:13]([O-])=O)=[C:11]([NH:16][CH:17]([CH2:20][CH3:21])[CH2:18][CH3:19])[CH:10]=[C:9]([CH3:22])[N:8]=2)=[C:4]([CH3:26])[CH:3]=1.CC(O)=O, predict the reaction product. The product is: [Cl:1][C:2]1[CH:24]=[C:23]([CH3:25])[C:5]([O:6][C:7]2[C:12]([NH2:13])=[C:11]([NH:16][CH:17]([CH2:20][CH3:21])[CH2:18][CH3:19])[CH:10]=[C:9]([CH3:22])[N:8]=2)=[C:4]([CH3:26])[CH:3]=1. (4) Given the reactants O.NN.[CH3:4][O:5][C:6]1[CH:7]=[C:8]2[C:13](=[C:14]3[CH2:18][C:17]([CH3:20])([CH3:19])[O:16][C:15]=13)[C:12]([C:21]1[CH:26]=[CH:25][CH:24]=[CH:23][CH:22]=1)=[N:11][C:10]([CH2:28][N:29]1C(=O)C3C(=CC=CC=3)C1=O)([CH3:27])[CH2:9]2.[OH-].[Na+], predict the reaction product. The product is: [CH3:4][O:5][C:6]1[CH:7]=[C:8]2[C:13](=[C:14]3[CH2:18][C:17]([CH3:20])([CH3:19])[O:16][C:15]=13)[C:12]([C:21]1[CH:26]=[CH:25][CH:24]=[CH:23][CH:22]=1)=[N:11][C:10]([CH3:27])([CH2:28][NH2:29])[CH2:9]2. (5) Given the reactants [CH2:1]=O.[C:3]([BH3-])#[N:4].[Na+].N[CH:8]([CH2:23][CH:24]1[CH2:29][CH2:28][N:27]([C:30]([O:32][C:33]([CH3:36])([CH3:35])[CH3:34])=[O:31])[CH2:26][CH2:25]1)[CH2:9][CH:10]1[CH2:15][CH2:14][N:13]([C:16]([O:18][C:19]([CH3:22])([CH3:21])[CH3:20])=[O:17])[CH2:12][CH2:11]1.[OH-].[Na+], predict the reaction product. The product is: [C:19]([O:18][C:16]([N:13]1[CH2:14][CH2:15][CH:10]([CH2:9][CH:8]([N:4]([CH3:3])[CH3:1])[CH2:23][CH:24]2[CH2:29][CH2:28][N:27]([C:30]([O:32][C:33]([CH3:36])([CH3:35])[CH3:34])=[O:31])[CH2:26][CH2:25]2)[CH2:11][CH2:12]1)=[O:17])([CH3:22])([CH3:21])[CH3:20].